Dataset: Catalyst prediction with 721,799 reactions and 888 catalyst types from USPTO. Task: Predict which catalyst facilitates the given reaction. (1) Reactant: [CH:1]([C:5]1[C:6](O)=[C:7]([CH:10]=[C:11]([CH:13]=[CH:14][C:15]([C:17]2[CH:22]=[CH:21][C:20]([Cl:23])=[CH:19][CH:18]=2)=[O:16])[CH:12]=1)C=O)([CH2:3][CH3:4])[CH3:2].C(C1C(O)=C(C=C(/C=C/C(=O)C2C=CC(C)=CC=2)C=1)C=O)(CC)C.[C:49]([O:56][CH3:57])(=[O:55])[CH2:50][C:51]([O:53][CH3:54])=[O:52].CN1CCOCC1. Product: [CH:1]([C:5]1[CH:12]=[C:11]([CH:13]=[CH:14][C:15]([C:17]2[CH:22]=[CH:21][C:20]([Cl:23])=[CH:19][CH:18]=2)=[O:16])[CH:10]=[C:7]2[C:54]=1[O:53][C:51](=[O:52])[C:50]([C:49]([O:56][CH3:57])=[O:55])=[CH:6]2)([CH2:3][CH3:4])[CH3:2]. The catalyst class is: 5. (2) Reactant: [Cl:1][C:2]1[CH:7]=[C:6]([Cl:8])[CH:5]=[C:4]([Cl:9])[C:3]=1[N:10]1[C:14]2=[N:15][C:16]([CH2:20][C:21]3[CH:26]=[CH:25][C:24]([NH2:27])=[CH:23][CH:22]=3)=[N:17][C:18](=[O:19])[C:13]2=[C:12]([CH:28]([CH3:30])[CH3:29])[NH:11]1.C(N(CC)CC)C.[Cl:38][CH2:39][C:40](Cl)=[O:41]. Product: [Cl:1][C:2]1[CH:7]=[C:6]([Cl:8])[CH:5]=[C:4]([Cl:9])[C:3]=1[N:10]1[C:14]2=[N:15][C:16]([CH2:20][C:21]3[CH:26]=[CH:25][C:24]([NH:27][C:40](=[O:41])[CH2:39][Cl:38])=[CH:23][CH:22]=3)=[N:17][C:18](=[O:19])[C:13]2=[C:12]([CH:28]([CH3:30])[CH3:29])[NH:11]1. The catalyst class is: 118. (3) Reactant: [CH3:1][C@H:2]1[CH2:7][N:6]([C:8]2[CH:13]=[CH:12][CH:11]=[CH:10][N:9]=2)[CH2:5][CH2:4][N:3]1C(OC(C)(C)C)=O.FC(F)(F)C(O)=O.C(=O)([O-])[O-].[Na+].[Na+]. Product: [CH3:1][C@@H:2]1[NH:3][CH2:4][CH2:5][N:6]([C:8]2[CH:13]=[CH:12][CH:11]=[CH:10][N:9]=2)[CH2:7]1. The catalyst class is: 4. (4) Reactant: [C:1](Cl)(=[O:3])[CH3:2].[CH2:5]([N:13]1[C:21]2[C:16](=[CH:17][C:18]([C:22]3[CH:23]=[C:24]([CH3:28])[CH:25]=[CH:26][CH:27]=3)=[CH:19][CH:20]=2)[C:15]([CH2:29][NH2:30])=[CH:14]1)[CH2:6][CH2:7][CH2:8][CH2:9][CH2:10][CH2:11][CH3:12].C(N(CC)CC)C. Product: [CH2:5]([N:13]1[C:21]2[C:16](=[CH:17][C:18]([C:22]3[CH:23]=[C:24]([CH3:28])[CH:25]=[CH:26][CH:27]=3)=[CH:19][CH:20]=2)[C:15]([CH2:29][NH:30][C:1](=[O:3])[CH3:2])=[CH:14]1)[CH2:6][CH2:7][CH2:8][CH2:9][CH2:10][CH2:11][CH3:12]. The catalyst class is: 1. (5) Reactant: [C:1]([C:3]1[C:4]([OH:13])=[CH:5][C:6]2[CH2:7][CH2:8][CH2:9][CH2:10][C:11]=2[CH:12]=1)#[N:2].S(Cl)([Cl:17])(=O)=O. Product: [Cl:17][C:12]1[C:11]2[CH2:10][CH2:9][CH2:8][CH2:7][C:6]=2[CH:5]=[C:4]([OH:13])[C:3]=1[C:1]#[N:2]. The catalyst class is: 10. (6) Reactant: [CH3:1][NH:2][C:3]([C:5]1[C:15]([CH2:16][CH2:17][C@@H:18](O)[C:19]2[CH:24]=[CH:23][CH:22]=[CH:21][C:20]=2[CH3:25])=[C:14]([OH:27])[C:8]2[N:9]=[C:10]([CH3:13])[N:11]([CH3:12])[C:7]=2[CH:6]=1)=[O:4].C1(P(C2C=CC=CC=2)C2C=CC=CC=2)C=CC=CC=1.CC(OC(/N=N/C(OC(C)C)=O)=O)C. Product: [CH3:1][NH:2][C:3]([C:5]1[C:15]2[CH2:16][CH2:17][C@@H:18]([C:19]3[CH:24]=[CH:23][CH:22]=[CH:21][C:20]=3[CH3:25])[O:27][C:14]=2[C:8]2[N:9]=[C:10]([CH3:13])[N:11]([CH3:12])[C:7]=2[CH:6]=1)=[O:4]. The catalyst class is: 7. (7) Reactant: [F:1][C:2]1[CH:10]=[C:9]([F:11])[C:8]([C:12]2[C:13]([N+:32]([O-:34])=[O:33])=[CH:14][C:15]3[O:19][C:18]([C:20]4[CH:25]=[CH:24][C:23]([F:26])=[CH:22][CH:21]=4)=[C:17]([C:27](=[O:30])[NH:28][CH3:29])[C:16]=3[CH:31]=2)=[CH:7]C=1C(O)=O.C([N:38]([CH:42]([CH2:44][CH2:45][CH3:46])[CH3:43])[CH:39]([CH3:41])C)(C)C.CN(C([O:54]N1N=NC2C=CC=NC1=2)=[N+](C)C)C.F[P-](F)(F)(F)(F)F.FC(F)(F)C(O)=O. Product: [C:42]12([NH:38][C:39]([C:41]3[C:2]([F:1])=[CH:10][C:9]([F:11])=[C:8]([C:12]4[C:13]([N+:32]([O-:34])=[O:33])=[CH:14][C:15]5[O:19][C:18]([C:20]6[CH:21]=[CH:22][C:23]([F:26])=[CH:24][CH:25]=6)=[C:17]([C:27]([NH:28][CH3:29])=[O:30])[C:16]=5[CH:31]=4)[CH:7]=3)=[O:54])[CH2:43][CH:45]([CH2:44]1)[CH2:46]2. The catalyst class is: 85.